This data is from Catalyst prediction with 721,799 reactions and 888 catalyst types from USPTO. The task is: Predict which catalyst facilitates the given reaction. (1) Reactant: [C-:1]#[N:2].[K+].Cl[CH2:5][CH2:6][CH:7]1[CH2:12][CH2:11][N:10]([C:13]2[C:22]3[C:17](=[CH:18][CH:19]=[CH:20][CH:21]=3)[CH:16]=[CH:15][N:14]=2)[CH2:9][CH2:8]1.[I-].[K+].O. Product: [C:13]1([N:10]2[CH2:11][CH2:12][CH:7]([CH2:6][CH2:5][C:1]#[N:2])[CH2:8][CH2:9]2)[C:22]2[C:17](=[CH:18][CH:19]=[CH:20][CH:21]=2)[CH:16]=[CH:15][N:14]=1. The catalyst class is: 148. (2) The catalyst class is: 757. Reactant: [H-].[Al+3].[Li+].[H-].[H-].[H-].[CH3:7][N:8]([CH2:10][C:11]([N:13]1[C:21]2[C:16](=[CH:17][C:18]([O:23][CH3:24])=[C:19]([NH2:22])[CH:20]=2)[CH2:15][CH2:14]1)=O)[CH3:9].O1CCCC1. Product: [CH3:7][N:8]([CH3:9])[CH2:10][CH2:11][N:13]1[C:21]2[C:16](=[CH:17][C:18]([O:23][CH3:24])=[C:19]([NH2:22])[CH:20]=2)[CH2:15][CH2:14]1.